From a dataset of Reaction yield outcomes from USPTO patents with 853,638 reactions. Predict the reaction yield, written as a fraction of the theoretical maximum amount of product (1.0 means a 100% yield; for example, 0.34 means a 34% yield). (1) The reactants are [CH:1]([C:4]1[CH:5]=[C:6]([CH:8]=[CH:9][CH:10]=1)[NH2:7])([CH3:3])[CH3:2].O[CH2:12][CH:13]([CH2:15]O)O.[Na+].[N+](C1C=C(S([O-])(=O)=O)C=CC=1)([O-])=O. No catalyst specified. The product is [CH:1]([C:4]1[CH:5]=[C:6]2[C:8]([CH:12]=[CH:13][CH:15]=[N:7]2)=[CH:9][CH:10]=1)([CH3:3])[CH3:2]. The yield is 1.00. (2) The yield is 0.760. The reactants are [CH3:1][O:2][C:3](=[O:27])[C:4]1[CH:9]=[C:8]([C:10]2[N:11]([CH2:15][CH2:16][O:17][CH3:18])[N:12]=[CH:13][CH:14]=2)[C:7]([C:19]([F:22])([F:21])[F:20])=[CH:6][C:5]=1[NH:23]C(=O)C.OS(O)(=O)=O. The product is [CH3:1][O:2][C:3](=[O:27])[C:4]1[CH:9]=[C:8]([C:10]2[N:11]([CH2:15][CH2:16][O:17][CH3:18])[N:12]=[CH:13][CH:14]=2)[C:7]([C:19]([F:22])([F:20])[F:21])=[CH:6][C:5]=1[NH2:23]. The catalyst is CO. (3) The reactants are [CH2:1]([N:8]1[C:16]2[C:11](=[CH:12][CH:13]=[CH:14][C:15]=2[C:17]2[CH:22]=[CH:21][C:20]([F:23])=[C:19]([Cl:24])[CH:18]=2)[C:10]([C:25](=[O:31])[C:26]([O:28]CC)=[O:27])=[CH:9]1)[C:2]1[CH:7]=[CH:6][CH:5]=[CH:4][CH:3]=1.[OH-].[K+].CCCCCC. The catalyst is C1COCC1.O. The product is [CH2:1]([N:8]1[C:16]2[C:11](=[CH:12][CH:13]=[CH:14][C:15]=2[C:17]2[CH:22]=[CH:21][C:20]([F:23])=[C:19]([Cl:24])[CH:18]=2)[C:10]([C:25](=[O:31])[C:26]([OH:28])=[O:27])=[CH:9]1)[C:2]1[CH:7]=[CH:6][CH:5]=[CH:4][CH:3]=1. The yield is 0.640.